This data is from Full USPTO retrosynthesis dataset with 1.9M reactions from patents (1976-2016). The task is: Predict the reactants needed to synthesize the given product. (1) Given the product [Si:1]([O:18][CH2:19][C:20]1[C:25]([N:26]2[CH2:31][C@@H:30]([CH3:32])[O:29][C@H:28]([CH3:33])[CH2:27]2)=[C:24]([F:34])[C:23]([F:35])=[C:22]([CH:49]([C:47]2[CH:46]=[CH:45][N:44]=[C:43]([S:42][CH3:41])[N:48]=2)[OH:50])[CH:21]=1)([C:14]([CH3:16])([CH3:17])[CH3:15])([C:2]1[CH:7]=[CH:6][CH:5]=[CH:4][CH:3]=1)[C:8]1[CH:13]=[CH:12][CH:11]=[CH:10][CH:9]=1, predict the reactants needed to synthesize it. The reactants are: [Si:1]([O:18][CH2:19][C:20]1[C:25]([N:26]2[CH2:31][C@@H:30]([CH3:32])[O:29][C@H:28]([CH3:33])[CH2:27]2)=[C:24]([F:34])[C:23]([F:35])=[CH:22][CH:21]=1)([C:14]([CH3:17])([CH3:16])[CH3:15])([C:8]1[CH:13]=[CH:12][CH:11]=[CH:10][CH:9]=1)[C:2]1[CH:7]=[CH:6][CH:5]=[CH:4][CH:3]=1.[Li]C(CC)C.[CH3:41][S:42][C:43]1[N:48]=[C:47]([CH:49]=[O:50])[CH:46]=[CH:45][N:44]=1. (2) Given the product [NH:1]1[C:5]2=[N:6][CH:7]=[CH:8][C:9]([C:10]([NH:15][NH:14][C:13]([O:17][CH2:18][C:19]3[CH:24]=[CH:23][CH:22]=[CH:21][CH:20]=3)=[O:16])=[O:12])=[C:4]2[CH:3]=[CH:2]1, predict the reactants needed to synthesize it. The reactants are: [NH:1]1[C:5]2[N:6]=[CH:7][CH:8]=[C:9]([C:10]([OH:12])=O)[C:4]=2[CH:3]=[CH:2]1.[C:13]([O:17][CH2:18][C:19]1[CH:24]=[CH:23][CH:22]=[CH:21][CH:20]=1)(=[O:16])[NH:14][NH2:15]. (3) Given the product [C:18]([O:22][C:23](=[O:24])[NH:10][CH2:9][CH2:8][C:5]1[CH:6]=[CH:7][C:2]([I:1])=[CH:3][CH:4]=1)([CH3:21])([CH3:20])[CH3:19], predict the reactants needed to synthesize it. The reactants are: [I:1][C:2]1[CH:7]=[CH:6][C:5]([CH2:8][CH2:9][NH2:10])=[CH:4][CH:3]=1.C(N(CC)CC)C.[C:18]([O:22][C:23](O[C:23]([O:22][C:18]([CH3:21])([CH3:20])[CH3:19])=[O:24])=[O:24])([CH3:21])([CH3:20])[CH3:19].C(OCC)(=O)C. (4) Given the product [F:22][C:2]([F:1])([F:23])[C:3]1[C@H:4]([OH:21])[C@H:5]2[CH2:20][C@:8]3([CH2:19][C:18]4[C:14]5[N:15]=[N:16][NH:17][C:13]=5[CH:12]=[CH:11][C:10]=4[C:9]=13)[CH2:7][CH2:6]2, predict the reactants needed to synthesize it. The reactants are: [F:1][C:2]([F:23])([F:22])[C:3]1[C:4](=[O:21])[C@@H:5]2[CH2:20][C@@:8]3([CH2:19][C:18]4[C:14]5[N:15]=[N:16][NH:17][C:13]=5[CH:12]=[CH:11][C:10]=4[C:9]=13)[CH2:7][CH2:6]2.[BH4-].[Na+]. (5) Given the product [CH3:23][C:8]1[S:7][C:6]([NH:5][C:25]([NH2:26])=[O:24])=[C:10]([C:11](=[O:22])[C:12]2[CH:17]=[CH:16][CH:15]=[C:14]([C:18]([F:19])([F:21])[F:20])[CH:13]=2)[CH:9]=1, predict the reactants needed to synthesize it. The reactants are: C(O)(=O)C.[NH2:5][C:6]1[S:7][C:8]([CH3:23])=[CH:9][C:10]=1[C:11](=[O:22])[C:12]1[CH:17]=[CH:16][CH:15]=[C:14]([C:18]([F:21])([F:20])[F:19])[CH:13]=1.[O-:24][C:25]#[N:26].[Na+]. (6) The reactants are: [C:1]([O:4][C:5]1[CH:26]=[CH:25][C:8]([C:9]2[C:18](=[O:19])[C:17]3[C:12](=[C:13]([CH3:24])[C:14]([O:20][C:21](=[O:23])[CH3:22])=[CH:15][CH:16]=3)[O:11][CH:10]=2)=[CH:7][C:6]=1[O:27][CH3:28])(=[O:3])[CH3:2]. Given the product [C:1]([O:4][C:5]1[CH:26]=[CH:25][C:8]([CH:9]2[CH:18]([OH:19])[C:17]3[C:12](=[C:13]([CH3:24])[C:14]([O:20][C:21](=[O:23])[CH3:22])=[CH:15][CH:16]=3)[O:11][CH2:10]2)=[CH:7][C:6]=1[O:27][CH3:28])(=[O:3])[CH3:2], predict the reactants needed to synthesize it.